Dataset: Reaction yield outcomes from USPTO patents with 853,638 reactions. Task: Predict the reaction yield, written as a fraction of the theoretical maximum amount of product (1.0 means a 100% yield; for example, 0.34 means a 34% yield). The reactants are [CH2:1]([O:8][C:9]([NH:11][CH2:12][C:13]1([C:28]([OH:30])=O)[CH2:18][CH2:17][CH2:16][N:15]([C:19]([O:21][CH2:22][CH2:23][Si:24]([CH3:27])([CH3:26])[CH3:25])=[O:20])[CH2:14]1)=[O:10])[C:2]1[CH:7]=[CH:6][CH:5]=[CH:4][CH:3]=1.ClCCCl.CCN(C(C)C)C(C)C.[C:44]1([NH2:50])[CH:49]=[CH:48][CH:47]=[CH:46][CH:45]=1. The catalyst is C(Cl)Cl. The product is [CH2:1]([O:8][C:9]([NH:11][CH2:12][C:13]1([C:28](=[O:30])[NH:50][C:44]2[CH:49]=[CH:48][CH:47]=[CH:46][CH:45]=2)[CH2:18][CH2:17][CH2:16][N:15]([C:19]([O:21][CH2:22][CH2:23][Si:24]([CH3:26])([CH3:27])[CH3:25])=[O:20])[CH2:14]1)=[O:10])[C:2]1[CH:7]=[CH:6][CH:5]=[CH:4][CH:3]=1. The yield is 0.901.